This data is from Full USPTO retrosynthesis dataset with 1.9M reactions from patents (1976-2016). The task is: Predict the reactants needed to synthesize the given product. (1) The reactants are: C(=O)([O-])[O-].[K+].[K+].[Cl:7][C:8]1[CH:9]=[C:10]([CH:28]=[CH:29][C:30]=1[C:31]#[N:32])[O:11][C:12]1[N:17]=[C:16](OC2C=CC(C#N)=C(Cl)C=2)[CH:15]=[CH:14][N:13]=1.[OH:33][C:34]1[CH:35]=[C:36]([C:42]#[N:43])[CH:37]=[C:38]([CH:41]=1)[C:39]#[N:40]. Given the product [Cl:7][C:8]1[CH:9]=[C:10]([CH:28]=[CH:29][C:30]=1[C:31]#[N:32])[O:11][C:12]1[N:13]=[C:14]([O:33][C:34]2[CH:41]=[C:38]([C:39]#[N:40])[CH:37]=[C:36]([CH:35]=2)[C:42]#[N:43])[CH:15]=[CH:16][N:17]=1, predict the reactants needed to synthesize it. (2) Given the product [Cl:23][C:18]1[CH:19]=[CH:20][CH:21]=[CH:22][C:17]=1[CH2:16][N:1]1[CH:5]=[C:4]([C:6]2[CH:11]=[C:10]([C:12]([NH2:14])=[O:13])[CH:9]=[CH:8][N:7]=2)[N:3]=[CH:2]1, predict the reactants needed to synthesize it. The reactants are: [NH:1]1[CH:5]=[C:4]([C:6]2[CH:11]=[C:10]([C:12]([NH2:14])=[O:13])[CH:9]=[CH:8][N:7]=2)[N:3]=[CH:2]1.Br[CH2:16][C:17]1[CH:22]=[CH:21][CH:20]=[CH:19][C:18]=1[Cl:23].C([O-])([O-])=O.[K+].[K+]. (3) Given the product [CH3:7][C:8]1[CH:13]=[CH:12][C:11]([NH:14][C:40]([C:30]2[C:29]([CH3:28])=[N:33][N:32]([C:34]3[CH:39]=[CH:38][CH:37]=[CH:36][CH:35]=3)[N:31]=2)=[O:41])=[CH:10][C:9]=1[NH:15][C:16]1[N:21]=[C:20]([C:22]2[CH:23]=[N:24][CH:25]=[CH:26][CH:27]=2)[CH:19]=[CH:18][N:17]=1, predict the reactants needed to synthesize it. The reactants are: CCCP(=O)=O.[CH3:7][C:8]1[CH:13]=[CH:12][C:11]([NH2:14])=[CH:10][C:9]=1[NH:15][C:16]1[N:21]=[C:20]([C:22]2[CH:23]=[N:24][CH:25]=[CH:26][CH:27]=2)[CH:19]=[CH:18][N:17]=1.[CH3:28][C:29]1[C:30]([C:40](O)=[O:41])=[N:31][N:32]([C:34]2[CH:39]=[CH:38][CH:37]=[CH:36][CH:35]=2)[N:33]=1.C(N(CC)CC)C. (4) Given the product [ClH:31].[CH2:1]([C:8]1[O:12][N:11]=[C:10]([C@@H:13]2[CH2:17][C@H:16]([C:18]3[CH:23]=[CH:22][CH:21]=[CH:20][CH:19]=3)[CH2:15][NH:14]2)[N:9]=1)[C:2]1[CH:3]=[CH:4][CH:5]=[CH:6][CH:7]=1, predict the reactants needed to synthesize it. The reactants are: [CH2:1]([C:8]1[O:12][N:11]=[C:10]([C@@H:13]2[CH2:17][C@H:16]([C:18]3[CH:23]=[CH:22][CH:21]=[CH:20][CH:19]=3)[CH2:15][N:14]2C(OC(C)(C)C)=O)[N:9]=1)[C:2]1[CH:7]=[CH:6][CH:5]=[CH:4][CH:3]=1.[ClH:31]. (5) Given the product [Cl:14][C:15]1[CH:20]=[CH:19][CH:18]=[CH:17][C:16]=1[NH:21][C:22]1[O:13][C:3]2[C:4]([F:12])=[C:5]([CH2:8][C:9]([O:11][CH3:24])=[O:10])[CH:6]=[CH:7][C:2]=2[N:1]=1, predict the reactants needed to synthesize it. The reactants are: [NH2:1][C:2]1[CH:7]=[CH:6][C:5]([CH2:8][C:9]([OH:11])=[O:10])=[C:4]([F:12])[C:3]=1[OH:13].[Cl:14][C:15]1[CH:20]=[CH:19][CH:18]=[CH:17][C:16]=1[N:21]=[C:22]=S.[CH3:24]O.